This data is from Full USPTO retrosynthesis dataset with 1.9M reactions from patents (1976-2016). The task is: Predict the reactants needed to synthesize the given product. (1) Given the product [CH3:18][NH:19][C:2]1[CH:7]=[C:6]([N:8]2[CH2:13][CH2:12][N:11]([CH3:14])[CH2:10][CH2:9]2)[C:5]([N+:15]([O-:17])=[O:16])=[CH:4][N:3]=1, predict the reactants needed to synthesize it. The reactants are: Cl[C:2]1[CH:7]=[C:6]([N:8]2[CH2:13][CH2:12][N:11]([CH3:14])[CH2:10][CH2:9]2)[C:5]([N+:15]([O-:17])=[O:16])=[CH:4][N:3]=1.[CH3:18][NH2:19].C1COCC1. (2) Given the product [Cl:12][C:10]1[CH:9]=[C:8]2[C:3]([CH:4]=[CH:5][CH:6]=[N:7]2)=[C:2]([CH3:13])[CH:11]=1, predict the reactants needed to synthesize it. The reactants are: Cl[C:2]1[CH:11]=[C:10]([Cl:12])[CH:9]=[C:8]2[C:3]=1[CH:4]=[CH:5][CH:6]=[N:7]2.[CH3:13]B1OB(C)OB(C)O1.C([O-])([O-])=O.[Na+].[Na+].[Al].ClC1C=C(C)C=C2C=1C=CC=N2. (3) Given the product [C:22]1([N:8]([C:4]2[CH:5]=[CH:6][CH:7]=[C:2]([B:28]3[O:32][C:31]([CH3:34])([CH3:33])[C:30]([CH3:36])([CH3:35])[O:29]3)[CH:3]=2)[C:9]2[CH:21]=[CH:20][C:12]3[O:13][C:14]4[CH:19]=[CH:18][CH:17]=[CH:16][C:15]=4[C:11]=3[CH:10]=2)[CH:27]=[CH:26][CH:25]=[CH:24][CH:23]=1, predict the reactants needed to synthesize it. The reactants are: Br[C:2]1[CH:3]=[C:4]([N:8]([C:22]2[CH:27]=[CH:26][CH:25]=[CH:24][CH:23]=2)[C:9]2[CH:21]=[CH:20][C:12]3[O:13][C:14]4[CH:19]=[CH:18][CH:17]=[CH:16][C:15]=4[C:11]=3[CH:10]=2)[CH:5]=[CH:6][CH:7]=1.[B:28]1([B:28]2[O:32][C:31]([CH3:34])([CH3:33])[C:30]([CH3:36])([CH3:35])[O:29]2)[O:32][C:31]([CH3:34])([CH3:33])[C:30]([CH3:36])([CH3:35])[O:29]1.CC([O-])=O.[K+].C(Cl)Cl. (4) Given the product [F:36][C:35]([F:38])([F:37])[C:26]1[CH:27]=[C:28]([C:31]([F:34])([F:32])[F:33])[CH:29]=[CH:30][C:25]=1[CH2:24][N:20]1[C:21]2[C:17](=[CH:16][C:15]([CH:14]=[C:10]3[S:9][C:8]([N:4]4[CH2:5][CH2:6][CH2:7][C@H:2]([NH:1][CH2:41][CH:40]([F:50])[F:39])[CH2:3]4)=[N:12][C:11]3=[O:13])=[CH:23][CH:22]=2)[CH:18]=[N:19]1, predict the reactants needed to synthesize it. The reactants are: [NH2:1][C@H:2]1[CH2:7][CH2:6][CH2:5][N:4]([C:8]2[S:9][C:10](=[CH:14][C:15]3[CH:16]=[C:17]4[C:21](=[CH:22][CH:23]=3)[N:20]([CH2:24][C:25]3[CH:30]=[CH:29][C:28]([C:31]([F:34])([F:33])[F:32])=[CH:27][C:26]=3[C:35]([F:38])([F:37])[F:36])[N:19]=[CH:18]4)[C:11](=[O:13])[N:12]=2)[CH2:3]1.[F:39][CH:40]([F:50])[CH2:41]OS(C(F)(F)F)(=O)=O.C(=O)([O-])[O-].[K+].[K+]. (5) Given the product [F:1][C:2]([F:7])([F:6])[C:3]([OH:5])=[O:4].[Cl:15][C:16]1[CH:17]=[N:18][C:19]2[NH:20][C:21]3[CH:22]=[CH:23][CH:24]=[C:25]([CH:47]=3)[CH2:26][CH2:27][C:28]3[CH:36]=[C:32]([NH:33][C:34]=1[N:35]=2)[CH:31]=[CH:30][C:29]=3[NH:37][C:38](=[O:46])[CH2:39][CH:40]1[CH2:45][CH2:44][N:43]([S:50]([N:49]([CH3:54])[CH3:48])(=[O:52])=[O:51])[CH2:42][CH2:41]1, predict the reactants needed to synthesize it. The reactants are: [F:1][C:2]([F:7])([F:6])[C:3]([OH:5])=[O:4].FC(F)(F)C(O)=O.[Cl:15][C:16]1[CH:17]=[N:18][C:19]2[NH:20][C:21]3[CH:22]=[CH:23][CH:24]=[C:25]([CH:47]=3)[CH2:26][CH2:27][C:28]3[CH:36]=[C:32]([NH:33][C:34]=1[N:35]=2)[CH:31]=[CH:30][C:29]=3[NH:37][C:38](=[O:46])[CH2:39][CH:40]1[CH2:45][CH2:44][NH:43][CH2:42][CH2:41]1.[CH3:48][N:49]([CH3:54])[S:50](Cl)(=[O:52])=[O:51]. (6) Given the product [Cl:1][C:2]1[CH:7]=[CH:6][C:5]([C:8]2([CH2:11][NH:12][C:13]([C:15]3[CH:20]=[N:40][C:18]([N:21]4[CH:25]=[C:24]([CH3:26])[N:23]=[CH:22]4)=[C:17]([O:27][CH3:28])[N:16]=3)=[O:14])[CH2:9][CH2:10]2)=[CH:4][CH:3]=1, predict the reactants needed to synthesize it. The reactants are: [Cl:1][C:2]1[CH:7]=[CH:6][C:5]([C:8]2([CH2:11][NH:12][C:13]([C:15]3[CH:20]=C[C:18]([N:21]4[CH:25]=[C:24]([CH3:26])[N:23]=[CH:22]4)=[C:17]([O:27][CH3:28])[N:16]=3)=[O:14])[CH2:10][CH2:9]2)=[CH:4][CH:3]=1.FC(F)(F)C(O)=O.COC1N=C(C(O)=O)C=[N:40]C=1N1C=C(C)N=C1.